This data is from Full USPTO retrosynthesis dataset with 1.9M reactions from patents (1976-2016). The task is: Predict the reactants needed to synthesize the given product. Given the product [Cl:20][C:17]1[CH:18]=[CH:19][C:14]([C:11]2[CH:10]=[CH:9][C:8]([C:22]#[C:21][C:23]3[CH:24]=[CH:25][C:26]([O:27][CH2:28][CH2:29][N:30]4[CH2:34][CH2:33][CH2:32][CH2:31]4)=[CH:35][CH:36]=3)=[CH:13][N:12]=2)=[CH:15][CH:16]=1, predict the reactants needed to synthesize it. The reactants are: C([O-])([O-])=O.[Cs+].[Cs+].Br[C:8]1[CH:9]=[CH:10][C:11]([C:14]2[CH:19]=[CH:18][C:17]([Cl:20])=[CH:16][CH:15]=2)=[N:12][CH:13]=1.[C:21]([C:23]1[CH:36]=[CH:35][C:26]([O:27][CH2:28][CH2:29][N:30]2[CH2:34][CH2:33][CH2:32][CH2:31]2)=[CH:25][CH:24]=1)#[CH:22].